Task: Binary Classification. Given a drug SMILES string, predict its activity (active/inactive) in a high-throughput screening assay against a specified biological target.. Dataset: HIV replication inhibition screening data with 41,000+ compounds from the AIDS Antiviral Screen The drug is COC(=O)CP(=O)(OCC(F)(F)F)OCC(F)(F)F. The result is 0 (inactive).